Regression. Given two drug SMILES strings and cell line genomic features, predict the synergy score measuring deviation from expected non-interaction effect. From a dataset of NCI-60 drug combinations with 297,098 pairs across 59 cell lines. (1) Drug 1: CC1=C(C=C(C=C1)NC(=O)C2=CC=C(C=C2)CN3CCN(CC3)C)NC4=NC=CC(=N4)C5=CN=CC=C5. Drug 2: CC1=C(C(=O)C2=C(C1=O)N3CC4C(C3(C2COC(=O)N)OC)N4)N. Cell line: CCRF-CEM. Synergy scores: CSS=47.6, Synergy_ZIP=-2.62, Synergy_Bliss=-2.24, Synergy_Loewe=-15.7, Synergy_HSA=-0.802. (2) Drug 1: CCN(CC)CCCC(C)NC1=C2C=C(C=CC2=NC3=C1C=CC(=C3)Cl)OC. Drug 2: COC1=C2C(=CC3=C1OC=C3)C=CC(=O)O2. Cell line: SNB-19. Synergy scores: CSS=36.1, Synergy_ZIP=3.70, Synergy_Bliss=5.59, Synergy_Loewe=-30.7, Synergy_HSA=4.19. (3) Drug 1: CC(C1=C(C=CC(=C1Cl)F)Cl)OC2=C(N=CC(=C2)C3=CN(N=C3)C4CCNCC4)N. Drug 2: CC1C(C(=O)NC(C(=O)N2CCCC2C(=O)N(CC(=O)N(C(C(=O)O1)C(C)C)C)C)C(C)C)NC(=O)C3=C4C(=C(C=C3)C)OC5=C(C(=O)C(=C(C5=N4)C(=O)NC6C(OC(=O)C(N(C(=O)CN(C(=O)C7CCCN7C(=O)C(NC6=O)C(C)C)C)C)C(C)C)C)N)C. Cell line: OVCAR-8. Synergy scores: CSS=15.8, Synergy_ZIP=20.6, Synergy_Bliss=25.1, Synergy_Loewe=24.0, Synergy_HSA=24.3.